Dataset: Forward reaction prediction with 1.9M reactions from USPTO patents (1976-2016). Task: Predict the product of the given reaction. (1) Given the reactants [Si]([O:8][C@@H:9]1[C@H:13]([CH3:14])[N:12]([C:15]2[CH:22]=[CH:21][C:18]([C:19]#[N:20])=[C:17]([C:23]([F:26])([F:25])[F:24])[CH:16]=2)[C:11](=[O:27])[C:10]1([CH3:29])[CH3:28])(C(C)(C)C)(C)C.[F-].C([N+](CCCC)(CCCC)CCCC)CCC.C1COCC1.O, predict the reaction product. The product is: [OH:8][C@@H:9]1[C@H:13]([CH3:14])[N:12]([C:15]2[CH:22]=[CH:21][C:18]([C:19]#[N:20])=[C:17]([C:23]([F:24])([F:25])[F:26])[CH:16]=2)[C:11](=[O:27])[C:10]1([CH3:28])[CH3:29]. (2) Given the reactants [NH:1]1[CH:5]=[CH:4][C:3]([C:6]#[N:7])=[N:2]1.CC(C)([O-])C.[K+].[Br:14][C:15]1[CH:22]=[CH:21][CH:20]=[C:19](F)[C:16]=1[CH:17]=[O:18], predict the reaction product. The product is: [Br:14][C:15]1[C:16]([CH:17]=[O:18])=[C:19]([N:1]2[CH:5]=[CH:4][C:3]([C:6]#[N:7])=[N:2]2)[CH:20]=[CH:21][CH:22]=1. (3) Given the reactants [F:1][C:2]1[C:9]([O:10]C)=[CH:8][CH:7]=[C:6]([I:12])[C:3]=1[C:4]#[N:5].B(Br)(Br)Br.O, predict the reaction product. The product is: [F:1][C:2]1[C:9]([OH:10])=[CH:8][CH:7]=[C:6]([I:12])[C:3]=1[C:4]#[N:5]. (4) Given the reactants C[Si]([N-][Si](C)(C)C)(C)C.[Na+].[CH3:11][C:12]1[CH:13]=[C:14]2[C:18](=[CH:19][CH:20]=1)[NH:17][C:16]([CH2:21][CH2:22][C:23]([N:25]1[C@@H:29]([C:30]3[CH:35]=[CH:34][CH:33]=[CH:32][CH:31]=3)[CH2:28][O:27][C:26]1=[O:36])=[O:24])=[CH:15]2.[CH2:37](I)[CH:38]=[CH2:39], predict the reaction product. The product is: [CH3:11][C:12]1[CH:13]=[C:14]2[C:18](=[CH:19][CH:20]=1)[NH:17][C:16]([CH2:21][C@H:22]([CH2:39][CH:38]=[CH2:37])[C:23]([N:25]1[C@@H:29]([C:30]3[CH:35]=[CH:34][CH:33]=[CH:32][CH:31]=3)[CH2:28][O:27][C:26]1=[O:36])=[O:24])=[CH:15]2. (5) Given the reactants [Cl:1][C:2]1[CH:3]=[C:4]2[C:9](=[CH:10][CH:11]=1)[N:8]=[CH:7][CH:6]=[C:5]2[CH3:12].[O:13]1CCOCC1, predict the reaction product. The product is: [Cl:1][C:2]1[CH:3]=[C:4]2[C:9](=[CH:10][CH:11]=1)[N:8]=[CH:7][CH:6]=[C:5]2[CH:12]=[O:13]. (6) Given the reactants C(OC([N:8]1[CH2:13][CH:12]=[C:11]([C:14]2[CH:41]=[C:17]3[CH2:18][N:19]([C:23]([O:25][CH2:26][C:27]4[CH:32]=[C:31]([C:33]([F:36])([F:35])[F:34])[CH:30]=[C:29]([C:37]([F:40])([F:39])[F:38])[CH:28]=4)=[O:24])[CH2:20][CH2:21][CH2:22][N:16]3[N:15]=2)[CH2:10][CH2:9]1)=O)(C)(C)C.FC(F)(F)C(O)=O, predict the reaction product. The product is: [NH:8]1[CH2:9][CH:10]=[C:11]([C:14]2[CH:41]=[C:17]3[CH2:18][N:19]([C:23]([O:25][CH2:26][C:27]4[CH:32]=[C:31]([C:33]([F:35])([F:34])[F:36])[CH:30]=[C:29]([C:37]([F:38])([F:39])[F:40])[CH:28]=4)=[O:24])[CH2:20][CH2:21][CH2:22][N:16]3[N:15]=2)[CH2:12][CH2:13]1.